From a dataset of Reaction yield outcomes from USPTO patents with 853,638 reactions. Predict the reaction yield, written as a fraction of the theoretical maximum amount of product (1.0 means a 100% yield; for example, 0.34 means a 34% yield). (1) The reactants are [C:1]1([NH:7][C:8]([C:10]2[C:18]3[C:14](=[CH:15][N:16](CC4C=CC(OC)=CC=4)[N:17]=3)[CH:13]=[C:12](Br)[CH:11]=2)=[O:9])[CH:6]=[CH:5][CH:4]=[CH:3][CH:2]=1.[NH2:29][C:30]1[CH:35]=[CH:34][N:33]=[CH:32][CH:31]=1.C(=O)([O-])[O-].[Cs+].[Cs+].CC1(C)C2C(=C(P(C3C=CC=CC=3)C3C=CC=CC=3)C=CC=2)OC2C(P(C3C=CC=CC=3)C3C=CC=CC=3)=CC=CC1=2.C([SiH](C(C)C)C(C)C)(C)C. The catalyst is O1CCOCC1.C1C=CC(/C=C/C(/C=C/C2C=CC=CC=2)=O)=CC=1.C1C=CC(/C=C/C(/C=C/C2C=CC=CC=2)=O)=CC=1.C1C=CC(/C=C/C(/C=C/C2C=CC=CC=2)=O)=CC=1.[Pd].[Pd]. The product is [C:1]1([NH:7][C:8]([C:10]2[CH:11]=[C:12]([NH:29][C:30]3[CH:35]=[CH:34][N:33]=[CH:32][CH:31]=3)[CH:13]=[C:14]3[C:18]=2[NH:17][N:16]=[CH:15]3)=[O:9])[CH:2]=[CH:3][CH:4]=[CH:5][CH:6]=1. The yield is 0.460. (2) The reactants are Cl[C:2]1[CH:11]=[N:10][C:9]2[C:4](=[CH:5][CH:6]=[C:7]([CH3:12])[CH:8]=2)[N:3]=1.[CH3:13][O:14][C:15]1[CH:20]=[C:19]([O:21][CH3:22])[CH:18]=[CH:17][C:16]=1[CH2:23][NH2:24].CCOC(C)=O. The catalyst is CS(C)=O. The product is [CH3:13][O:14][C:15]1[CH:20]=[C:19]([O:21][CH3:22])[CH:18]=[CH:17][C:16]=1[CH2:23][NH:24][C:2]1[CH:11]=[N:10][C:9]2[C:4](=[CH:5][CH:6]=[C:7]([CH3:12])[CH:8]=2)[N:3]=1. The yield is 0.960. (3) The reactants are [OH:1][C:2]1[CH:11]=[C:10]2[C:5]([C:6](=[O:20])[CH:7]([C:12]3[CH:17]=[CH:16][C:15]([O:18][CH3:19])=[CH:14][CH:13]=3)[CH2:8][O:9]2)=[CH:4][CH:3]=1.[C:21](OC(=O)C)(=[O:23])[CH3:22].N1C=CC=CC=1. The catalyst is O. The product is [C:21]([O:1][C:2]1[CH:11]=[C:10]2[C:5]([C:6](=[O:20])[C:7]([C:12]3[CH:17]=[CH:16][C:15]([O:18][CH3:19])=[CH:14][CH:13]=3)=[CH:8][O:9]2)=[CH:4][CH:3]=1)(=[O:23])[CH3:22]. The yield is 0.910. (4) The reactants are [Cl:1][C:2]1[CH:3]=[C:4]([C:9]#[C:10][CH3:11])[C:5]([NH2:8])=[N:6][CH:7]=1.CC(C)([O-])C.[K+]. The catalyst is C(O)(C)(C)C. The product is [Cl:1][C:2]1[CH:3]=[C:4]2[CH:9]=[C:10]([CH3:11])[NH:8][C:5]2=[N:6][CH:7]=1. The yield is 0.830. (5) The reactants are [Br:1][C:2]1[CH:10]=[C:9]([CH3:11])[C:5]([C:6]([OH:8])=[O:7])=[C:4]([O:12][CH3:13])[CH:3]=1.C(=O)([O-])[O-].[K+].[K+].[CH2:20](I)[CH3:21]. The catalyst is CN(C=O)C.O. The product is [CH2:20]([O:7][C:6](=[O:8])[C:5]1[C:9]([CH3:11])=[CH:10][C:2]([Br:1])=[CH:3][C:4]=1[O:12][CH3:13])[CH3:21]. The yield is 0.890. (6) The product is [S:4]1[CH:5]=[CH:6][C:2]([C:9]#[C:8][CH2:7][OH:10])=[CH:3]1. The yield is 0.480. The catalyst is C(NC(C)C)(C)C.C1C=CC(P(C2C=CC=CC=2)C2C=CC=CC=2)=CC=1.C1C=CC(P(C2C=CC=CC=2)C2C=CC=CC=2)=CC=1.Cl[Pd]Cl.[Cu]I. The reactants are Br[C:2]1[CH:6]=[CH:5][S:4][CH:3]=1.[CH2:7]([OH:10])[C:8]#[CH:9]. (7) The reactants are [Cl:1][C:2]1[N:7]=[C:6]([NH:8][CH2:9][C@@H:10]2[CH2:15][CH2:14][CH2:13][N:12]([C:16]([O:18][C:19]([CH3:22])([CH3:21])[CH3:20])=[O:17])[CH2:11]2)[C:5](I)=[CH:4][N:3]=1.[Cl:24][C:25]1[CH:30]=[CH:29][CH:28]=[CH:27][C:26]=1[C:31]#[C:32][CH3:33].C([O-])(=O)C.[K+].[Cl-].[Li+]. The catalyst is CN(C=O)C.CCOC(C)=O.CC([O-])=O.CC([O-])=O.[Pd+2]. The product is [Cl:1][C:2]1[N:3]=[CH:4][C:5]2[C:32]([CH3:33])=[C:31]([C:26]3[CH:27]=[CH:28][CH:29]=[CH:30][C:25]=3[Cl:24])[N:8]([CH2:9][C@@H:10]3[CH2:15][CH2:14][CH2:13][N:12]([C:16]([O:18][C:19]([CH3:22])([CH3:21])[CH3:20])=[O:17])[CH2:11]3)[C:6]=2[N:7]=1. The yield is 0.200. (8) The reactants are [NH:1]([C:3](=[O:24])[C:4]([NH:6][C:7]1[CH:8]=[CH:9][C:10]([N:13]2[CH2:18][CH2:17][C:16]([CH3:23])([C:19]([O:21][CH3:22])=[O:20])[CH2:15][CH2:14]2)=[N:11][CH:12]=1)=[O:5])[NH2:2].[F:25][C:26]1[CH:27]=[C:28]([N:33]=[C:34]=S)[CH:29]=[CH:30][C:31]=1[F:32].CCN=C=NCCCN(C)C.Cl.O. The catalyst is CN(C=O)C. The product is [F:25][C:26]1[CH:27]=[C:28]([NH:33][C:34]2[O:24][C:3]([C:4]([NH:6][C:7]3[CH:8]=[CH:9][C:10]([N:13]4[CH2:14][CH2:15][C:16]([CH3:23])([C:19]([O:21][CH3:22])=[O:20])[CH2:17][CH2:18]4)=[N:11][CH:12]=3)=[O:5])=[N:1][N:2]=2)[CH:29]=[CH:30][C:31]=1[F:32]. The yield is 0.796.